This data is from Forward reaction prediction with 1.9M reactions from USPTO patents (1976-2016). The task is: Predict the product of the given reaction. (1) Given the reactants [N:1]1([CH2:7][CH2:8][O:9][C:10]2[CH:15]=[CH:14][CH:13]=[C:12]([NH2:16])[C:11]=2[NH2:17])[CH2:6][CH2:5][NH:4][CH2:3][CH2:2]1.[F:18][C:19]([F:24])([F:23])[C:20](O)=O, predict the reaction product. The product is: [N:1]1([CH2:7][CH2:8][O:9][C:10]2[C:11]3[N:17]=[C:20]([C:19]([F:24])([F:23])[F:18])[NH:16][C:12]=3[CH:13]=[CH:14][CH:15]=2)[CH2:6][CH2:5][NH:4][CH2:3][CH2:2]1. (2) Given the reactants O[C:2]1([C:8]2[S:12][C:11]3[CH:13]=[CH:14][CH:15]=[CH:16][C:10]=3[C:9]=2[CH3:17])[CH2:7][CH2:6][NH:5][CH2:4][CH2:3]1.O1C[C@H]1COC1C2C=COC=2C=CC=1, predict the reaction product. The product is: [CH3:17][C:9]1[C:10]2[CH:16]=[CH:15][CH:14]=[CH:13][C:11]=2[S:12][C:8]=1[CH:2]1[CH2:3][CH2:4][NH:5][CH2:6][CH2:7]1. (3) Given the reactants [OH:1][CH:2]1[CH2:7][CH2:6][CH2:5][NH:4][CH2:3]1.C(N(CC)CC)C.[C:15](OC(=O)C)(=[O:17])[CH3:16], predict the reaction product. The product is: [OH:1][CH:2]1[CH2:7][CH2:6][CH2:5][N:4]([C:15](=[O:17])[CH3:16])[CH2:3]1.